Task: Binary Classification. Given a miRNA mature sequence and a target amino acid sequence, predict their likelihood of interaction.. Dataset: Experimentally validated miRNA-target interactions with 360,000+ pairs, plus equal number of negative samples The miRNA is hsa-miR-6789-3p with sequence CGGCGCCCGUGUCUCCUCCAG. The protein sequence of the target gene is MEPITFTARKHLLSNEVSVDFGLQLVGSLPVHSLTTMPMLPWVVAEVRRLSRQSTRKEPVTKQVRLCVSPSGLRCEPEPGRSQQWDPLIYSSIFECKPQRVHKLIHNSHDPSYFACLIKEDAVHRQSICYVFKADDQTKVPEIISSIRQAGKIARQEELHCPSEFDDTFSKKFEVLFCGRVTVAHKKAPPALIDECIEKFNHVSGSRGSESPRPNPPHAAPTGSQEPVRRPMRKSFSQPGLRSLAFRKELQDGGLRSSGFFSSFEESDIENHLISGHNIVQPTDIEENRTMLFTIGQSEV.... Result: 0 (no interaction).